Dataset: Experimentally validated miRNA-target interactions with 360,000+ pairs, plus equal number of negative samples. Task: Binary Classification. Given a miRNA mature sequence and a target amino acid sequence, predict their likelihood of interaction. (1) The miRNA is hsa-miR-186-3p with sequence GCCCAAAGGUGAAUUUUUUGGG. The protein sequence of the target gene is MAAATGDPGLSKLQFAPFSSALDVGFWHELTQKKLNEYRLDEAPKDIKGYYYNGDSAGLPARLTLEFSAFDMSAPTPARCCPAIGTLYNTNTLESFKTADKKLLLEQAANEIWESIKSGTALENPVLLNKFLLLTFADLKKYHFYYWFCYPALCLPESLPLIQGPVGLDQRFSLKQIEALECAYDNLCQTEGVTALPYFLIKYDENMVLVSLLKHYSDFFQGQRTKITIGVYDPCNLAQYPGWPLRNFLVLAAHRWSSSFQSVEVVCFRDRTMQGARDVAHSIIFEVKLPEMAFSPDCPK.... Result: 0 (no interaction). (2) The miRNA is hsa-miR-190a-3p with sequence CUAUAUAUCAAACAUAUUCCU. The protein sequence of the target gene is MSYGSIARGGGLGSRGPFGGPSRQGCQPLECARCWTEYGIRHFPCPSPESKLQNRCVGKDGEGDLGPAGTPIVPRARKRGPGVAPEGSRMPEPTSSPTIGPRKDSAAGPHGRMAGPSTTRAKKRKPNFCPQETEVLVSKVSKHHQLLFGTGLLKAEPTRRYRVWSRILQAVNALGYCRRDVVDLKHKWRDLRAVVRRKLGDLRKAAHGPSPGSGKPQALALTPVEQVVAKTFSCQALPSEGFSLEPPRATQVDPCNLQELFQEMSANVFRINSSVTSLERSLQSLGTPSDTQELRDSLHT.... Result: 1 (interaction).